This data is from Full USPTO retrosynthesis dataset with 1.9M reactions from patents (1976-2016). The task is: Predict the reactants needed to synthesize the given product. (1) The reactants are: [CH:1]1([N:5]2[CH2:11][CH2:10][C:9]3[CH:12]=[CH:13][C:14]([NH2:16])=[CH:15][C:8]=3[CH2:7][CH2:6]2)[CH2:4][CH2:3][CH2:2]1.[CH3:17][S:18](Cl)(=[O:20])=[O:19].CO. Given the product [CH:1]1([N:5]2[CH2:11][CH2:10][C:9]3[CH:12]=[CH:13][C:14]([NH:16][S:18]([CH3:17])(=[O:20])=[O:19])=[CH:15][C:8]=3[CH2:7][CH2:6]2)[CH2:4][CH2:3][CH2:2]1, predict the reactants needed to synthesize it. (2) Given the product [CH3:24][N:25]([CH3:30])[CH2:26][C:27]([NH:23][C:18]1[CH:19]=[C:20]2[C:15](=[CH:16][CH:17]=1)[N:14]=[C:13]([NH:12][CH:10]1[C:11]3[C:7](=[CH:6][CH:5]=[CH:4][C:3]=3[O:2][CH3:1])[CH2:8][CH2:9]1)[CH:22]=[CH:21]2)=[O:28], predict the reactants needed to synthesize it. The reactants are: [CH3:1][O:2][C:3]1[CH:4]=[CH:5][CH:6]=[C:7]2[C:11]=1[CH:10]([NH:12][C:13]1[CH:22]=[CH:21][C:20]3[C:15](=[CH:16][CH:17]=[C:18]([NH2:23])[CH:19]=3)[N:14]=1)[CH2:9][CH2:8]2.[CH3:24][N:25]([CH3:30])[CH2:26][C:27](O)=[O:28]. (3) The reactants are: [Cl:1][C:2]1[CH:3]=[C:4]([CH:8]=[CH:9][C:10]=1[O:11][CH3:12])[C:5]([OH:7])=O.C(Cl)(=O)C(Cl)=O.[NH2:19][C:20]1[CH:30]=[CH:29][C:28]([O:31][C:32]2[CH:37]=[CH:36][CH:35]=[CH:34][CH:33]=2)=[CH:27][C:21]=1[C:22]([O:24][CH2:25][CH3:26])=[O:23].C(N(CC)CC)C. Given the product [Cl:1][C:2]1[CH:3]=[C:4]([CH:8]=[CH:9][C:10]=1[O:11][CH3:12])[C:5]([NH:19][C:20]1[CH:30]=[CH:29][C:28]([O:31][C:32]2[CH:37]=[CH:36][CH:35]=[CH:34][CH:33]=2)=[CH:27][C:21]=1[C:22]([O:24][CH2:25][CH3:26])=[O:23])=[O:7], predict the reactants needed to synthesize it.